From a dataset of Full USPTO retrosynthesis dataset with 1.9M reactions from patents (1976-2016). Predict the reactants needed to synthesize the given product. (1) Given the product [OH:13][CH2:12][C:3]1([CH2:14][OH:17])[C:4](=[O:11])[C:5]2[C:10](=[CH:9][CH:8]=[CH:7][CH:6]=2)[S:1][CH2:2]1, predict the reactants needed to synthesize it. The reactants are: [S:1]1[C:10]2[C:5](=[CH:6][CH:7]=[CH:8][CH:9]=2)[C:4](=[O:11])[CH2:3][CH2:2]1.[CH2:12]=[O:13].[C:14](=[O:17])([O-])[O-].[K+].[K+]. (2) The reactants are: Br[C:2]1[CH:15]=[CH:14][C:13]2[O:12][C:11]3[C:6](=[CH:7][C:8]([O:16][CH2:17][C:18]([CH3:21])([CH3:20])[CH3:19])=[CH:9][CH:10]=3)[C@:5]3([CH2:25][O:24][C:23]([NH2:26])=[N:22]3)[C:4]=2[CH:3]=1.C(NC(C)C)(C)C.[C:34]([CH:36]1[CH2:38][CH2:37]1)#[CH:35]. Given the product [CH:36]1([C:34]#[C:35][C:2]2[CH:15]=[CH:14][C:13]3[O:12][C:11]4[C:6](=[CH:7][C:8]([O:16][CH2:17][C:18]([CH3:19])([CH3:20])[CH3:21])=[CH:9][CH:10]=4)[C@:5]4([CH2:25][O:24][C:23]([NH2:26])=[N:22]4)[C:4]=3[CH:3]=2)[CH2:38][CH2:37]1, predict the reactants needed to synthesize it. (3) Given the product [Br:1][C:2]1[CH:3]=[CH:4][C:5]([N:23]2[CH2:24][CH2:25][C@H:21]([NH:20][CH2:18][CH3:19])[CH2:22]2)=[N:6][CH:7]=1, predict the reactants needed to synthesize it. The reactants are: [Br:1][C:2]1[CH:3]=[CH:4][C:5](F)=[N:6][CH:7]=1.CCN(C(C)C)C(C)C.[CH2:18]([NH:20][C@H:21]1[CH2:25][CH2:24][NH:23][CH2:22]1)[CH3:19]. (4) Given the product [N+:1]([C:4]1[CH:9]=[C:8]([N+:10]([O-:12])=[O:11])[CH:7]=[CH:6][C:5]=1[NH:13][CH2:14][CH2:15][O:16][CH2:17][CH2:18][O:19][CH2:24][C:23]#[CH:22])([O-:3])=[O:2], predict the reactants needed to synthesize it. The reactants are: [N+:1]([C:4]1[CH:9]=[C:8]([N+:10]([O-:12])=[O:11])[CH:7]=[CH:6][C:5]=1[NH:13][CH2:14][CH2:15][O:16][CH2:17][CH2:18][OH:19])([O-:3])=[O:2].[H-].[Na+].[CH2:22](Br)[C:23]#[CH:24].C1(C)C=CC=CC=1. (5) Given the product [F:41][CH:2]([F:1])[C:3]1[N:7]([C:8]2[N:9]=[C:10]([N:22]3[CH2:27][CH2:26][NH:25][CH2:24][CH2:23]3)[N:11]=[C:12]([N:14]3[CH2:20][CH:19]4[O:21][CH:16]([CH2:17][CH2:18]4)[CH2:15]3)[N:13]=2)[C:6]2[CH:35]=[CH:36][CH:37]=[C:38]([O:39][CH3:40])[C:5]=2[N:4]=1, predict the reactants needed to synthesize it. The reactants are: [F:1][CH:2]([F:41])[C:3]1[N:7]([C:8]2[N:13]=[C:12]([N:14]3[CH2:20][CH:19]4[O:21][CH:16]([CH2:17][CH2:18]4)[CH2:15]3)[N:11]=[C:10]([N:22]3[CH2:27][CH2:26][N:25](C(OC(C)(C)C)=O)[CH2:24][CH2:23]3)[N:9]=2)[C:6]2[CH:35]=[CH:36][CH:37]=[C:38]([O:39][CH3:40])[C:5]=2[N:4]=1.C(O)(C(F)(F)F)=O.N. (6) Given the product [CH2:23]([O:25][C:26](=[O:35])[CH2:27][CH2:28][CH2:29][CH2:30][C:31]1[CH:14]=[C:13]([C:15]2[CH:20]=[CH:19][CH:18]=[CH:17][C:16]=2[O:21][CH3:22])[O:33][N:32]=1)[CH3:24], predict the reactants needed to synthesize it. The reactants are: C1(N=C=O)C=CC(N=C=O)=CC=1.[C:13]([C:15]1[CH:20]=[CH:19][CH:18]=[CH:17][C:16]=1[O:21][CH3:22])#[CH:14].[CH2:23]([O:25][C:26](=[O:35])[CH2:27][CH2:28][CH2:29][CH2:30][CH2:31][N+:32]([O-])=[O:33])[CH3:24].C(N(CC)CC)C. (7) Given the product [CH3:16][S:17][C:18]1[CH:25]=[CH:24][C:21]([CH2:22][S:15][C:13]2[O:14][C:10]([C:7]3[CH:8]=[CH:9][C:4]4[N:3]=[CH:2][S:1][C:5]=4[CH:6]=3)=[N:11][N:12]=2)=[CH:20][C:19]=1[C:26]([F:27])([F:29])[F:28], predict the reactants needed to synthesize it. The reactants are: [S:1]1[C:5]2[CH:6]=[C:7]([C:10]3[O:14][C:13]([SH:15])=[N:12][N:11]=3)[CH:8]=[CH:9][C:4]=2[N:3]=[CH:2]1.[CH3:16][S:17][C:18]1[CH:25]=[CH:24][C:21]([CH2:22]Cl)=[CH:20][C:19]=1[C:26]([F:29])([F:28])[F:27]. (8) Given the product [CH3:4][C:5]1[CH:12]=[N:11][CH:10]=[CH:9][C:6]=1[CH:7]([OH:8])[CH3:1], predict the reactants needed to synthesize it. The reactants are: [CH3:1][Mg+].[Br-].[CH3:4][C:5]1[CH:12]=[N:11][CH:10]=[CH:9][C:6]=1[CH:7]=[O:8].[NH4+].[Cl-].